Predict which catalyst facilitates the given reaction. From a dataset of Catalyst prediction with 721,799 reactions and 888 catalyst types from USPTO. (1) Reactant: [CH:1]1([N:6]2[C:15]3[N:14]=[C:13]([NH:16][C:17]4[CH:18]=[CH:19][C:20]([C:29]([OH:31])=O)=[C:21]5[C:25]=4[O:24][CH:23]([CH2:26][O:27][CH3:28])[CH2:22]5)[N:12]=[CH:11][C:10]=3[N:9]([CH3:32])[C:8](=[O:33])[C@H:7]2[CH2:34][CH3:35])[CH2:5][CH2:4][CH2:3][CH2:2]1.F[B-](F)(F)F.[N:41]1(OC(N(C)C)=[N+](C)C)[C:45]2[CH:46]=[CH:47]C=[CH:49][C:44]=2N=N1.[CH:58]([N:61](C(C)C)CC)(C)C.C(=O)([O-])[O-].[Na+].[Na+]. Product: [CH:1]1([N:6]2[C:15]3[N:14]=[C:13]([NH:16][C:17]4[CH:18]=[CH:19][C:20]([C:29]([NH:41][CH:45]5[CH2:44][CH2:49][N:61]([CH3:58])[CH2:47][CH2:46]5)=[O:31])=[C:21]5[C:25]=4[O:24][CH:23]([CH2:26][O:27][CH3:28])[CH2:22]5)[N:12]=[CH:11][C:10]=3[N:9]([CH3:32])[C:8](=[O:33])[C@H:7]2[CH2:34][CH3:35])[CH2:5][CH2:4][CH2:3][CH2:2]1. The catalyst class is: 4. (2) Reactant: C([Si](CCCC)(CCCC)[C:6]1[C-:7]([CH2:11][O:12][CH2:13][CH2:14][CH2:15][OH:16])[CH:8]=[CH:9][CH:10]=1)CCC.[CH-:25]1[CH:29]=[CH:28][CH:27]=[CH:26]1.[Fe+2:30].[I:31]I. Product: [I:31][C:6]1[C-:7]([CH2:11][O:12][CH2:13][CH2:14][CH2:15][OH:16])[CH:8]=[CH:9][CH:10]=1.[CH-:25]1[CH:29]=[CH:28][CH:27]=[CH:26]1.[Fe+2:30]. The catalyst class is: 2.